This data is from Full USPTO retrosynthesis dataset with 1.9M reactions from patents (1976-2016). The task is: Predict the reactants needed to synthesize the given product. (1) The reactants are: Cl.[C:2]([O:6][C:7](=[O:14])[C@H:8]([NH2:13])[CH2:9][CH:10]([CH3:12])[CH3:11])([CH3:5])([CH3:4])[CH3:3].[CH:15]1[C:24]2[C:19](=[CH:20][CH:21]=[CH:22][CH:23]=2)[CH:18]=[CH:17][C:16]=1[CH2:25][S:26](Cl)(=[O:28])=[O:27].C(OCC)(=O)C. Given the product [C:2]([O:6][C:7](=[O:14])[C@H:8]([NH:13][S:26]([CH2:25][C:16]1[CH:17]=[CH:18][C:19]2[C:24](=[CH:23][CH:22]=[CH:21][CH:20]=2)[CH:15]=1)(=[O:28])=[O:27])[CH2:9][CH:10]([CH3:11])[CH3:12])([CH3:3])([CH3:5])[CH3:4], predict the reactants needed to synthesize it. (2) Given the product [F:1][C:2]1[CH:10]=[CH:9][CH:8]=[C:7]2[C:3]=1[C:4]([CH2:42][C:41]1[CH:40]=[CH:39][C:38]([O:37][CH2:36][CH2:35][F:34])=[CH:46][CH:45]=1)=[CH:5][N:6]2[C@@H:11]1[O:28][C@H:27]([CH2:29][OH:30])[C@@H:22]([OH:23])[C@H:17]([OH:18])[C@H:12]1[OH:13], predict the reactants needed to synthesize it. The reactants are: [F:1][C:2]1[CH:10]=[CH:9][CH:8]=[C:7]2[C:3]=1[CH:4]=[CH:5][N:6]2[C@@H:11]1[O:28][C@H:27]([CH2:29][O:30]C(=O)C)[C@@H:22]([O:23]C(=O)C)[C@H:17]([O:18]C(=O)C)[C@H:12]1[O:13]C(=O)C.[F:34][CH2:35][CH2:36][O:37][C:38]1[CH:46]=[CH:45][C:41]([C:42](Cl)=O)=[CH:40][CH:39]=1. (3) The reactants are: [CH3:1][O:2][C:3](=[O:21])[CH:4]([NH:8][C:9](=[O:20])[CH:10]([NH2:19])[CH2:11][CH2:12][C:13]1[CH:18]=[CH:17][CH:16]=[CH:15][CH:14]=1)[CH:5]([CH3:7])[CH3:6].O.Cl[C:24]([O:26][C:27]1[CH:32]=[CH:31][CH:30]=[CH:29][CH:28]=1)=[O:25].CCN(C(C)C)C(C)C. Given the product [CH3:1][O:2][C:3](=[O:21])[CH:4]([NH:8][C:9](=[O:20])[CH:10]([NH:19][C:24]([O:26][C:27]1[CH:32]=[CH:31][CH:30]=[CH:29][CH:28]=1)=[O:25])[CH2:11][CH2:12][C:13]1[CH:14]=[CH:15][CH:16]=[CH:17][CH:18]=1)[CH:5]([CH3:6])[CH3:7], predict the reactants needed to synthesize it. (4) Given the product [NH2:33][C:30]1[CH:31]=[CH:32][N:27]([C@H:15]2[C:16]([F:25])([F:26])[C@H:17]([OH:18])[C@@H:13]([CH2:12][O:11][C:9](=[O:10])[CH2:8][CH2:7][C:1]3[CH:6]=[CH:5][CH:4]=[CH:3][CH:2]=3)[O:14]2)[C:28](=[O:40])[N:29]=1, predict the reactants needed to synthesize it. The reactants are: [C:1]1([CH2:7][CH2:8][C:9]([O:11][CH2:12][C@@H:13]2[C@@H:17]([O:18]C(OCC=C)=O)[C:16]([F:26])([F:25])[C@H:15]([N:27]3[CH:32]=[CH:31][C:30]([NH:33]C(OCC=C)=O)=[N:29][C:28]3=[O:40])[O:14]2)=[O:10])[CH:6]=[CH:5][CH:4]=[CH:3][CH:2]=1.C1(P(C2C=CC=CC=2)C2C=CC=CC=2)C=CC=CC=1.C(CN)O.C(O)=O. (5) The reactants are: [Cl:1][C:2]1[CH:3]=[CH:4][C:5]([O:15][CH2:16][C:17]2[CH:22]=[CH:21][CH:20]=[C:19]([F:23])[C:18]=2[F:24])=[C:6]([C:8](=O)[CH2:9][CH2:10][C:11](=O)[CH3:12])[CH:7]=1.[NH2:25][C:26]1[CH:27]=[C:28]([CH:32]=[C:33]([NH:35][C:36](=[O:38])[CH3:37])[CH:34]=1)[C:29]([OH:31])=[O:30].CC1C=CC(S(O)(=O)=O)=CC=1. Given the product [Cl:1][C:2]1[CH:3]=[CH:4][C:5]([O:15][CH2:16][C:17]2[CH:22]=[CH:21][CH:20]=[C:19]([F:23])[C:18]=2[F:24])=[C:6]([C:8]2[N:25]([C:26]3[CH:27]=[C:28]([CH:32]=[C:33]([NH:35][C:36](=[O:38])[CH3:37])[CH:34]=3)[C:29]([OH:31])=[O:30])[C:11]([CH3:12])=[CH:10][CH:9]=2)[CH:7]=1, predict the reactants needed to synthesize it. (6) The reactants are: [F:1][C:2]([F:7])([F:6])[C:3]([OH:5])=[O:4].[CH2:8]([N:15](C)[CH2:16][C:17](=[C:19]1[CH2:24][CH2:23][N:22]([C:25]2[C:34]([O:35][CH3:36])=[C:33]3[C:28]([C:29](=[O:43])[C:30]([C:40]([OH:42])=[O:41])=[CH:31][N:32]3[CH:37]3[CH2:39][CH2:38]3)=[CH:27][C:26]=2[F:44])[CH2:21][CH2:20]1)[Cl:18])C1C=CC=CC=1.ClC(OC(Cl)C)=O. Given the product [F:1][C:2]([F:7])([F:6])[C:3]([OH:5])=[O:4].[Cl:18][C:17](=[C:19]1[CH2:24][CH2:23][N:22]([C:25]2[C:34]([O:35][CH3:36])=[C:33]3[C:28]([C:29](=[O:43])[C:30]([C:40]([OH:42])=[O:41])=[CH:31][N:32]3[CH:37]3[CH2:39][CH2:38]3)=[CH:27][C:26]=2[F:44])[CH2:21][CH2:20]1)[CH2:16][NH:15][CH3:8], predict the reactants needed to synthesize it.